Dataset: Retrosynthesis with 50K atom-mapped reactions and 10 reaction types from USPTO. Task: Predict the reactants needed to synthesize the given product. (1) Given the product Cn1ccc2c(Nc3ccc([N+](=O)[O-])cc3F)ccnc21, predict the reactants needed to synthesize it. The reactants are: Cn1ccc2c(N)ccnc21.O=[N+]([O-])c1ccc(I)c(F)c1. (2) Given the product NCCSc1nc(-c2ccccc2)c(-c2ccccc2)[nH]1, predict the reactants needed to synthesize it. The reactants are: NCCBr.Sc1nc(-c2ccccc2)c(-c2ccccc2)[nH]1. (3) Given the product C[C@@H]1CCCN1CCc1ccc(-c2ccc3c(c2)CN(C(=O)CO)C3)cc1, predict the reactants needed to synthesize it. The reactants are: C[C@@H]1CCCN1CCc1ccc(-c2ccc3c(c2)CNC3)cc1.O=C(O)CO. (4) Given the product C[C@@H]1CN(CC(=O)O)[C@@H](CN2CCOC2=O)CN1C(=O)OC(C)(C)C, predict the reactants needed to synthesize it. The reactants are: C[C@@H]1CN(CC(=O)OCc2ccccc2)[C@@H](CN2CCOC2=O)CN1C(=O)OC(C)(C)C. (5) Given the product CCOC(=O)CCCCC(=NO)c1ccc2ccccc2c1, predict the reactants needed to synthesize it. The reactants are: CCOC(=O)CCCCC(=O)c1ccc2ccccc2c1.NO. (6) Given the product COc1ccc(-c2oc3c(CO)cc(OC)cc3c2-c2ccccc2)cc1, predict the reactants needed to synthesize it. The reactants are: COc1ccc(-c2oc3c(C=O)cc(OC)cc3c2-c2ccccc2)cc1. (7) Given the product CCOC(=O)CCCCCOc1ccc2ccccc2c1, predict the reactants needed to synthesize it. The reactants are: CCOC(=O)CCCCCBr.Oc1ccc2ccccc2c1. (8) The reactants are: CC(C)OC(=O)Cl.c1cc(-n2cnnn2)ncc1OCc1cnn(C2CCNCC2)n1. Given the product CC(C)OC(=O)N1CCC(n2ncc(COc3ccc(-n4cnnn4)nc3)n2)CC1, predict the reactants needed to synthesize it. (9) Given the product O=C(Cc1nc(N2CCOCC2)cc(=O)[nH]1)Nc1cc(F)ccc1O, predict the reactants needed to synthesize it. The reactants are: Nc1cc(F)ccc1O.O=C([O-])Cc1nc(N2CCOCC2)cc(=O)[nH]1.